Task: Predict which catalyst facilitates the given reaction.. Dataset: Catalyst prediction with 721,799 reactions and 888 catalyst types from USPTO (1) Reactant: [Cl:1][C:2]1[CH:3]=[CH:4][C:5]([N+:16]([O-])=O)=[C:6]([C:8]([CH:10]2[CH2:15][CH2:14][CH2:13][CH2:12][CH2:11]2)=[O:9])[CH:7]=1.[NH4+].[Cl-]. Product: [NH2:16][C:5]1[CH:4]=[CH:3][C:2]([Cl:1])=[CH:7][C:6]=1[C:8]([CH:10]1[CH2:11][CH2:12][CH2:13][CH2:14][CH2:15]1)=[O:9]. The catalyst class is: 314. (2) Reactant: CC1(C)C(C)(C)OB([C:9]2[CH:10]=[CH:11][C:12]3[O:25][CH2:24][CH2:23][N:15]4[C:16]5[CH:17]=[CH:18][CH:19]=[CH:20][C:21]=5[CH:22]=[C:14]4[C:13]=3[CH:26]=2)O1.Br[C:29]1[C:30]([N:49]([CH3:54])[S:50]([CH3:53])(=[O:52])=[O:51])=[CH:31][C:32]2[O:36][C:35]([C:37]3[CH:42]=[CH:41][C:40]([F:43])=[CH:39][CH:38]=3)=[C:34]([C:44]([NH:46][CH3:47])=[O:45])[C:33]=2[CH:48]=1. Product: [CH:26]1[C:13]2[C:14]3[N:15]([CH2:23][CH2:24][O:25][C:12]=2[CH:11]=[CH:10][C:9]=1[C:29]1[C:30]([N:49]([CH3:54])[S:50]([CH3:53])(=[O:52])=[O:51])=[CH:31][C:32]2[O:36][C:35]([C:37]4[CH:42]=[CH:41][C:40]([F:43])=[CH:39][CH:38]=4)=[C:34]([C:44]([NH:46][CH3:47])=[O:45])[C:33]=2[CH:48]=1)[C:16]1[CH:17]=[CH:18][CH:19]=[CH:20][C:21]=1[CH:22]=3. The catalyst class is: 151. (3) Reactant: C[O:2][C:3](=O)[C:4]1[C:5](=[CH:10][C:11]([F:15])=[C:12]([I:14])[CH:13]=1)[C:6](OC)=[O:7].[Cl-].[Ca+2].[Cl-].[BH4-].[Na+]. Product: [F:15][C:11]1[C:12]([I:14])=[CH:13][C:4]([CH2:3][OH:2])=[C:5]([CH2:6][OH:7])[CH:10]=1. The catalyst class is: 8.